Dataset: CYP2C9 inhibition data for predicting drug metabolism from PubChem BioAssay. Task: Regression/Classification. Given a drug SMILES string, predict its absorption, distribution, metabolism, or excretion properties. Task type varies by dataset: regression for continuous measurements (e.g., permeability, clearance, half-life) or binary classification for categorical outcomes (e.g., BBB penetration, CYP inhibition). Dataset: cyp2c9_veith. (1) The molecule is Cc1ccc(CNC(=O)Cn2c(=O)oc3ccccc32)o1. The result is 0 (non-inhibitor). (2) The molecule is Cc1ccc(C2C3=C(CCCC3=O)Nc3nc(SCC(=O)NCc4ccco4)[nH]c(=O)c32)cc1. The result is 1 (inhibitor). (3) The compound is Cc1ccc(NC(=O)c2ccccc2C(=O)O)cc1C. The result is 0 (non-inhibitor). (4) The compound is CCOc1ccccc1Nc1ccc(N)cc1S(=O)(=O)O. The result is 0 (non-inhibitor). (5) The molecule is O=C1CC(NCCC2=CCCCC2)C(=O)N1c1cccc(Cl)c1Cl. The result is 1 (inhibitor). (6) The result is 0 (non-inhibitor). The compound is CC(=O)OC[C@@H]1O[C@H](CCO/N=C(\C)CCN2CCCCc3nc(C)c(C)cc32)C=C[C@@H]1OC(C)=O. (7) The drug is CC(C)NC[C@H](O)COc1cccc2ccccc12. The result is 0 (non-inhibitor). (8) The molecule is CCSCC[C@H](N)C(=O)O. The result is 0 (non-inhibitor). (9) The compound is Cc1ccc(C2=C(Cl)C(=O)C(c3ccc(C)cc3)=C(Cl)C2=O)cc1. The result is 1 (inhibitor).